From a dataset of hERG Central: cardiac toxicity at 1µM, 10µM, and general inhibition. Predict hERG channel inhibition at various concentrations. (1) The drug is O=C(NCCCN1CCOCC1)/C(=C/c1ccc(F)cc1)NC(=O)c1ccccc1. Results: hERG_inhib (hERG inhibition (general)): blocker. (2) The molecule is Cc1c(NS(=O)(=O)c2ccc(Cl)c(C(=O)OCC(=O)NCc3ccco3)c2)c(=O)n(-c2ccccc2)n1C. Results: hERG_inhib (hERG inhibition (general)): blocker.